This data is from Forward reaction prediction with 1.9M reactions from USPTO patents (1976-2016). The task is: Predict the product of the given reaction. (1) Given the reactants Br[CH2:2][C:3]([C:5]1[CH:10]=[CH:9][C:8]([F:11])=[CH:7][CH:6]=1)=O.[C:12]([NH2:16])(=[S:15])[CH2:13][CH3:14].O, predict the reaction product. The product is: [CH2:13]([C:12]1[S:15][CH:2]=[C:3]([C:5]2[CH:10]=[CH:9][C:8]([F:11])=[CH:7][CH:6]=2)[N:16]=1)[CH3:14]. (2) Given the reactants Cl.[N:2]1([C:8]2[CH:13]=[CH:12][N:11]=[C:10]([C:14]([OH:16])=O)[CH:9]=2)[CH2:7][CH2:6][O:5][CH2:4][CH2:3]1.Cl.[CH2:18]([O:20][NH2:21])[CH3:19], predict the reaction product. The product is: [CH2:18]([O:20][NH:21][C:14]([C:10]1[CH:9]=[C:8]([N:2]2[CH2:3][CH2:4][O:5][CH2:6][CH2:7]2)[CH:13]=[CH:12][N:11]=1)=[O:16])[CH3:19]. (3) Given the reactants C(OC(=O)[NH:7][CH2:8][CH2:9][N:10]1[C:18]2[C:17]([NH:19][C:20]3[CH:25]=[CH:24][C:23]([O:26][C:27]4[CH:32]=[CH:31][CH:30]=[C:29]([O:33][CH2:34][CH2:35][CH:36]([CH3:38])[CH3:37])[CH:28]=4)=[C:22]([CH3:39])[CH:21]=3)=[N:16][CH:15]=[N:14][C:13]=2[CH:12]=[CH:11]1)(C)(C)C.[ClH:41], predict the reaction product. The product is: [ClH:41].[ClH:41].[NH2:7][CH2:8][CH2:9][N:10]1[C:18]2[C:17]([NH:19][C:20]3[CH:25]=[CH:24][C:23]([O:26][C:27]4[CH:32]=[CH:31][CH:30]=[C:29]([O:33][CH2:34][CH2:35][CH:36]([CH3:37])[CH3:38])[CH:28]=4)=[C:22]([CH3:39])[CH:21]=3)=[N:16][CH:15]=[N:14][C:13]=2[CH:12]=[CH:11]1. (4) Given the reactants [N+:1]([C:4]1[CH:5]=[CH:6][CH:7]=[C:8]2[C:13]=1[O:12][CH2:11][CH2:10][CH:9]2[C:14]([OH:16])=O)([O-:3])=[O:2].[CH:17]([C:20]1[CH:26]=[CH:25][C:23]([NH2:24])=[CH:22][CH:21]=1)([CH3:19])[CH3:18].O.ON1C2C=CC=CC=2N=N1.Cl.C(N=C=NCCCN(C)C)C, predict the reaction product. The product is: [CH:17]([C:20]1[CH:26]=[CH:25][C:23]([NH:24][C:14]([CH:9]2[C:8]3[C:13](=[C:4]([N+:1]([O-:3])=[O:2])[CH:5]=[CH:6][CH:7]=3)[O:12][CH2:11][CH2:10]2)=[O:16])=[CH:22][CH:21]=1)([CH3:19])[CH3:18]. (5) Given the reactants Br[C:2]1[S:6][C:5]([C:7]2[N:11]3[N:12]=[C:13]([CH3:21])[CH:14]=[C:15]([CH:16]([CH2:19][CH3:20])[CH2:17][CH3:18])[C:10]3=[N:9][C:8]=2[CH3:22])=[C:4]([CH3:23])[CH:3]=1.C1[CH2:28][O:27][CH2:26]C1.C([Li])CCC.ICOC, predict the reaction product. The product is: [CH2:17]([CH:16]([C:15]1[C:10]2[N:11]([C:7]([C:5]3[S:6][C:2]([CH2:26][O:27][CH3:28])=[CH:3][C:4]=3[CH3:23])=[C:8]([CH3:22])[N:9]=2)[N:12]=[C:13]([CH3:21])[CH:14]=1)[CH2:19][CH3:20])[CH3:18]. (6) Given the reactants [CH3:1][N:2]1[CH2:7][CH2:6][NH:5][CH2:4][C:3]1=[O:8].[C:9]([O:13][C:14]([N:16]1[CH2:19][C:18](=O)[CH2:17]1)=[O:15])([CH3:12])([CH3:11])[CH3:10].C(O[BH-](OC(=O)C)OC(=O)C)(=O)C.[Na+], predict the reaction product. The product is: [C:9]([O:13][C:14]([N:16]1[CH2:19][CH:18]([N:5]2[CH2:6][CH2:7][N:2]([CH3:1])[C:3](=[O:8])[CH2:4]2)[CH2:17]1)=[O:15])([CH3:12])([CH3:10])[CH3:11]. (7) Given the reactants C([O:3][C:4](=[O:31])[CH2:5][CH:6]1[S:10][C:9]([C:11]2[NH:12][C:13]3[C:18]([CH:19]=2)=[CH:17][CH:16]=[CH:15][C:14]=3[N:20]([CH3:30])[S:21]([C:24]2[CH:29]=[CH:28][CH:27]=[CH:26][N:25]=2)(=[O:23])=[O:22])=[N:8][CH2:7]1)C.[OH-].[K+].Cl, predict the reaction product. The product is: [CH3:30][N:20]([S:21]([C:24]1[CH:29]=[CH:28][CH:27]=[CH:26][N:25]=1)(=[O:23])=[O:22])[C:14]1[CH:15]=[CH:16][CH:17]=[C:18]2[C:13]=1[NH:12][C:11]([C:9]1[S:10][CH:6]([CH2:5][C:4]([OH:31])=[O:3])[CH2:7][N:8]=1)=[CH:19]2. (8) Given the reactants [H-].[Na+].[C:3]([O:7][CH3:8])(=[O:6])[CH2:4]O.[C:9]([O:13][CH3:14])(=O)[CH:10]=C.S(=O)(=O)(O)[OH:16], predict the reaction product. The product is: [O:16]=[C:10]1[CH2:9][O:13][CH2:14][CH:4]1[C:3]([O:7][CH3:8])=[O:6].